From a dataset of Reaction yield outcomes from USPTO patents with 853,638 reactions. Predict the reaction yield, written as a fraction of the theoretical maximum amount of product (1.0 means a 100% yield; for example, 0.34 means a 34% yield). (1) The reactants are Cl.N[C@@H]1C[C@H](NC2C(C)=NC3C(N=2)=C([C:18]2[NH:26][C:25]4[CH2:24][CH2:23][NH:22][C:21](=[O:27])[C:20]=4[CH:19]=2)C=CC=3)C1.ClC(Cl)(Cl)S(OCC(F)(F)F)(=O)=O.CCN(C(C)C)C(C)C. The catalyst is C1COCC1.CN(C=O)C. The product is [NH:26]1[C:25]2[CH2:24][CH2:23][NH:22][C:21](=[O:27])[C:20]=2[CH:19]=[CH:18]1. The yield is 0.390. (2) The product is [CH3:1][O:2][C:3]1[CH:18]=[C:17]2[C:6]([CH2:7][C:8]3[C:16]4[CH:15]=[CH:14][CH:13]=[CH:12][C:11]=4[N:10]([CH3:22])[C:9]=32)=[CH:5][CH:4]=1. The yield is 0.870. The catalyst is C1C=CC=CC=1.[I-].C([N+](CCCC)(CCCC)CCCC)CCC.O. The reactants are [CH3:1][O:2][C:3]1[CH:18]=[C:17]2[C:6]([CH2:7][C:8]3[C:16]4[CH:15]=[CH:14][CH:13]=[CH:12][C:11]=4[NH:10][C:9]=32)=[CH:5][CH:4]=1.[OH-].[Na+].I[CH3:22]. (3) The yield is 0.760. The catalyst is CN(C)C=O. The product is [Br:3][C:4]1[C:15](=[O:16])[N:14]([CH2:17][CH3:18])[C:7]2[N:8]=[C:9]([S:12][CH3:13])[N:10]=[CH:11][C:6]=2[CH:5]=1. The reactants are [H-].[Na+].[Br:3][C:4]1[C:15](=[O:16])[NH:14][C:7]2[N:8]=[C:9]([S:12][CH3:13])[N:10]=[CH:11][C:6]=2[CH:5]=1.[CH2:17](Br)[CH3:18].